This data is from Catalyst prediction with 721,799 reactions and 888 catalyst types from USPTO. The task is: Predict which catalyst facilitates the given reaction. (1) Reactant: [CH:1]([NH:4][C:5]1[C:10]2[C:11]([C:33]3[CH:38]=[C:37]([N:39]4[CH2:44][CH2:43][O:42][CH2:41][CH2:40]4)[CH:36]=[CH:35][N:34]=3)=[N:12][N:13](C(C3C=CC=CC=3)(C3C=CC=CC=3)C3C=CC=CC=3)[C:9]=2[CH:8]=[CH:7][N:6]=1)([CH3:3])[CH3:2].ClC1C=CN=C(C2C3C(NC(C)C)=NC=CC=3N(C(C3C=CC=CC=3)(C3C=CC=CC=3)C3C=CC=CC=3)N=2)C=1.N1CCOCC1.CC1(C)C2C(=C(P(C3C=CC=CC=3)C3C=CC=CC=3)C=CC=2)OC2C(P(C3C=CC=CC=3)C3C=CC=CC=3)=CC=CC1=2.C([O-])([O-])=O.[Cs+].[Cs+]. Product: [CH:1]([NH:4][C:5]1[C:10]2[C:11]([C:33]3[CH:38]=[C:37]([N:39]4[CH2:40][CH2:41][O:42][CH2:43][CH2:44]4)[CH:36]=[CH:35][N:34]=3)=[N:12][NH:13][C:9]=2[CH:8]=[CH:7][N:6]=1)([CH3:3])[CH3:2]. The catalyst class is: 62. (2) Reactant: C(OC([N:8]1[CH2:13][CH2:12][N:11]([CH:14]([CH3:16])[CH3:15])[CH2:10][C@@H:9]1[C:17]([OH:19])=O)=O)(C)(C)C.[F:20][C:21]1[CH:26]=[CH:25][C:24]([N:27]2[CH2:32][CH2:31][NH:30][CH2:29][CH2:28]2)=[CH:23][CH:22]=1.C1C=CC2N(O)N=NC=2C=1.CCN(C(C)C)C(C)C.CCN=C=NCCCN(C)C.C(O)(C(F)(F)F)=O. Product: [F:20][C:21]1[CH:22]=[CH:23][C:24]([N:27]2[CH2:32][CH2:31][N:30]([C:17]([C@@H:9]3[NH:8][CH2:13][CH2:12][N:11]([CH:14]([CH3:15])[CH3:16])[CH2:10]3)=[O:19])[CH2:29][CH2:28]2)=[CH:25][CH:26]=1. The catalyst class is: 85.